This data is from Forward reaction prediction with 1.9M reactions from USPTO patents (1976-2016). The task is: Predict the product of the given reaction. The product is: [C:1]([C:5]1[CH:9]=[C:8]([NH:10][C:11]([NH:13][C@@H:14]2[C:23]3[C:18](=[CH:19][CH:20]=[CH:21][CH:22]=3)[C@H:17]([O:24][C:25]3[CH:26]=[CH:27][C:28]4[N:29]([C:31]([C:34]5[C:39]([Cl:40])=[CH:38][CH:37]=[CH:36][C:35]=5[Cl:41])=[N:32][N:33]=4)[CH:30]=3)[CH2:16][CH2:15]2)=[O:12])[N:7]([C:42]2[CH:43]=[N:44][N:45]([CH2:47][CH2:48][O:49][S:51]([CH3:50])(=[O:53])=[O:52])[CH:46]=2)[N:6]=1)([CH3:4])([CH3:2])[CH3:3]. Given the reactants [C:1]([C:5]1[CH:9]=[C:8]([NH:10][C:11]([NH:13][C@@H:14]2[C:23]3[C:18](=[CH:19][CH:20]=[CH:21][CH:22]=3)[C@H:17]([O:24][C:25]3[CH:26]=[CH:27][C:28]4[N:29]([C:31]([C:34]5[C:39]([Cl:40])=[CH:38][CH:37]=[CH:36][C:35]=5[Cl:41])=[N:32][N:33]=4)[CH:30]=3)[CH2:16][CH2:15]2)=[O:12])[N:7]([C:42]2[CH:43]=[N:44][N:45]([CH2:47][CH2:48][OH:49])[CH:46]=2)[N:6]=1)([CH3:4])([CH3:3])[CH3:2].[CH3:50][S:51](Cl)(=[O:53])=[O:52].CCN(C(C)C)C(C)C, predict the reaction product.